From a dataset of Reaction yield outcomes from USPTO patents with 853,638 reactions. Predict the reaction yield, written as a fraction of the theoretical maximum amount of product (1.0 means a 100% yield; for example, 0.34 means a 34% yield). (1) The reactants are [F:1][C:2]([F:35])([F:34])[C:3]1[CH:8]=[C:7]([C:9]2[CH:14]=[CH:13][C:12]([C:15]([F:18])([F:17])[F:16])=[CH:11][CH:10]=2)[N:6]=[C:5]([C:19]2[CH:24]=[CH:23][N:22]=[C:21]([C:25]3[S:29][C:28]([S:30]([NH2:33])(=[O:32])=[O:31])=[CH:27][CH:26]=3)[CH:20]=2)[N:4]=1.[C:36](O[C:36](=[O:39])[CH2:37][CH3:38])(=[O:39])[CH2:37][CH3:38].C(O)(=O)CC. The catalyst is C([O-])(O)=O.[Na+]. The product is [C:36]([NH:33][S:30]([C:28]1[S:29][C:25]([C:21]2[CH:20]=[C:19]([C:5]3[N:4]=[C:3]([C:2]([F:1])([F:34])[F:35])[CH:8]=[C:7]([C:9]4[CH:14]=[CH:13][C:12]([C:15]([F:18])([F:17])[F:16])=[CH:11][CH:10]=4)[N:6]=3)[CH:24]=[CH:23][N:22]=2)=[CH:26][CH:27]=1)(=[O:32])=[O:31])(=[O:39])[CH2:37][CH3:38]. The yield is 0.670. (2) The reactants are C([O:4][CH:5]1[CH:10]=[C:9]([CH3:11])[CH2:8][CH2:7][CH:6]1[C:12]([O:14]C)=[O:13])(=O)C.[Li+].[OH-].CCCCCC.CCOC(C)=O. The catalyst is O.CC(OC)(C)C.CC(O)=O. The product is [OH:4][CH:5]1[CH:10]=[C:9]([CH3:11])[CH2:8][CH2:7][CH:6]1[C:12]([OH:14])=[O:13]. The yield is 0.720. (3) The reactants are [Cl:1][C:2]1[C:3]([N+:13]([O-:15])=[O:14])=[CH:4][C:5]2[O:10][CH2:9][C:8](=[O:11])[NH:7][C:6]=2[CH:12]=1.C([O-])([O-])=O.[Cs+].[Cs+].[Cl:22][CH2:23][CH2:24][CH2:25]I. The catalyst is CCCCCCC.CCOC(C)=O. The product is [Cl:1][C:2]1[C:3]([N+:13]([O-:15])=[O:14])=[CH:4][C:5]2[O:10][CH2:9][C:8](=[O:11])[N:7]([CH2:25][CH2:24][CH2:23][Cl:22])[C:6]=2[CH:12]=1. The yield is 0.360. (4) The reactants are Br[C:2]1[CH:3]=[C:4]2[C:9](=[CH:10][CH:11]=1)[N:8]=[C:7]([OH:12])[N:6]=[C:5]2[OH:13].C(=O)([O-])[O-].[K+].[K+].[F:20][C:21]1[CH:26]=[CH:25][C:24](B(O)O)=[CH:23][CH:22]=1. The catalyst is COCCOC.[Pd].C1(P(C2C=CC=CC=2)C2C=CC=CC=2)C=CC=CC=1.C1(P(C2C=CC=CC=2)C2C=CC=CC=2)C=CC=CC=1.C1(P(C2C=CC=CC=2)C2C=CC=CC=2)C=CC=CC=1.C1(P(C2C=CC=CC=2)C2C=CC=CC=2)C=CC=CC=1. The product is [F:20][C:21]1[CH:26]=[CH:25][C:24]([C:2]2[CH:3]=[C:4]3[C:9](=[CH:10][CH:11]=2)[N:8]=[C:7]([OH:12])[N:6]=[C:5]3[OH:13])=[CH:23][CH:22]=1. The yield is 0.660. (5) The product is [Br:1][C:2]1[CH:3]=[C:4]2[C:8](=[CH:9][C:10]=1[CH3:11])[NH:7][C:6]([C:12]([OH:14])=[O:13])=[C:5]2[CH3:17]. The yield is 0.906. The reactants are [Br:1][C:2]1[CH:3]=[C:4]2[C:8](=[CH:9][C:10]=1[CH3:11])[NH:7][C:6]([C:12]([O:14]CC)=[O:13])=[C:5]2[CH3:17].BrC1C(C)=C2C(=CC=1)NC(C([O-])=O)=C2C.[OH-].[K+]. The catalyst is CCO. (6) The reactants are [F:1][C:2]1[C:11](/[CH:12]=[CH:13]/B2OC(C)(C)C(C)(C)O2)=[CH:10][C:5]([C:6]([O:8][CH3:9])=[O:7])=[CH:4][C:3]=1[O:23][CH3:24].Br[C:26]1[CH:27]=[N:28][C:29]([NH:32][C:33]2[CH:38]=[CH:37][C:36]([N:39]3[CH2:44][C@H:43]([CH3:45])[NH:42][C@H:41]([CH3:46])[CH2:40]3)=[CH:35][CH:34]=2)=[N:30][CH:31]=1.C([O-])([O-])=O.[Na+].[Na+]. The catalyst is O1CCOCC1.O. The product is [CH3:46][C@H:41]1[NH:42][C@@H:43]([CH3:45])[CH2:44][N:39]([C:36]2[CH:35]=[CH:34][C:33]([NH:32][C:29]3[N:28]=[CH:27][C:26](/[CH:13]=[CH:12]/[C:11]4[CH:10]=[C:5]([CH:4]=[C:3]([O:23][CH3:24])[C:2]=4[F:1])[C:6]([O:8][CH3:9])=[O:7])=[CH:31][N:30]=3)=[CH:38][CH:37]=2)[CH2:40]1. The yield is 0.418.